From a dataset of Full USPTO retrosynthesis dataset with 1.9M reactions from patents (1976-2016). Predict the reactants needed to synthesize the given product. (1) Given the product [N:1]1([C:13]2[CH:18]=[CH:17][C:16]([N:19]3[C:23]4=[N:24][CH:25]=[CH:26][CH:27]=[C:22]4[N:21]([CH3:29])[C:20]3=[O:28])=[CH:15][CH:14]=2)[C:5]2=[N:6][C:7]3[CH:12]=[CH:11][CH:10]=[CH:9][C:8]=3[N:4]2[CH2:3][CH2:2]1, predict the reactants needed to synthesize it. The reactants are: [N:1]1([C:13]2[CH:18]=[CH:17][C:16]([N:19]3[C:23]4=[N:24][CH:25]=[CH:26][CH:27]=[C:22]4[NH:21][C:20]3=[O:28])=[CH:15][CH:14]=2)[C:5]2=[N:6][C:7]3[CH:12]=[CH:11][CH:10]=[CH:9][C:8]=3[N:4]2[CH2:3][CH2:2]1.[CH3:29]I.[H-].[Na+].O. (2) Given the product [C:14]([O:13][C:11]([N:8]1[CH2:9][CH2:10][CH:5]([SH:4])[CH2:6][CH2:7]1)=[O:12])([CH3:17])([CH3:15])[CH3:16], predict the reactants needed to synthesize it. The reactants are: C([S:4][CH:5]1[CH2:10][CH2:9][N:8]([C:11]([O:13][C:14]([CH3:17])([CH3:16])[CH3:15])=[O:12])[CH2:7][CH2:6]1)(=O)C.C[O-].[Na+].CO. (3) Given the product [CH3:8][S@@:9]([C:11]1[CH:16]=[CH:15][C:14]([C:17]2[N:22]=[CH:21][C:20]([O:23][CH2:24][CH:25]3[CH2:30][CH2:29][N:28]([C:31]([O:33][CH:34]([CH3:36])[CH3:35])=[O:32])[CH2:27][CH2:26]3)=[CH:19][CH:18]=2)=[CH:13][CH:12]=1)=[O:10], predict the reactants needed to synthesize it. The reactants are: FC(F)(F)C(O)=O.[CH3:8][S:9]([C:11]1[CH:16]=[CH:15][C:14]([C:17]2[N:22]=[CH:21][C:20]([O:23][CH2:24][CH:25]3[CH2:30][CH2:29][N:28]([C:31]([O:33][CH:34]([CH3:36])[CH3:35])=[O:32])[CH2:27][CH2:26]3)=[CH:19][CH:18]=2)=[CH:13][CH:12]=1)=[O:10].C(=O)=O. (4) Given the product [O:12]1[C:13]2[C:8](=[CH:7][CH:6]=[CH:5][CH:14]=2)[CH2:9][CH2:10][CH2:11]1, predict the reactants needed to synthesize it. The reactants are: COCO[C:5]1[CH:14]=[C:13]2[C:8]([CH:9](CCCCCCCCCSCCCC(F)(F)C(F)(F)F)[CH:10](C3C=CC(OCOC)=CC=3)[CH2:11][O:12]2)=[CH:7][CH:6]=1.Cl.O. (5) The reactants are: [F:1][C:2]1[CH:3]=[C:4]2[C:8](=[CH:9][CH:10]=1)[NH:7][CH:6]=[C:5]2[C@@H:11]1[CH2:16][CH2:15][C@H:14]([NH:17][CH:18]2[CH2:27][C:26]3[C:21](=[CH:22][CH:23]=[CH:24][C:25]=3[O:28][CH3:29])[O:20][CH2:19]2)[CH2:13][CH2:12]1.[CH:30](=O)[CH2:31][CH3:32].C(O)(=O)C.C([BH3-])#N.[Na+]. Given the product [F:1][C:2]1[CH:3]=[C:4]2[C:8](=[CH:9][CH:10]=1)[NH:7][CH:6]=[C:5]2[C@@H:11]1[CH2:16][CH2:15][C@H:14]([N:17]([CH2:30][CH2:31][CH3:32])[CH:18]2[CH2:27][C:26]3[C:21](=[CH:22][CH:23]=[CH:24][C:25]=3[O:28][CH3:29])[O:20][CH2:19]2)[CH2:13][CH2:12]1, predict the reactants needed to synthesize it. (6) Given the product [Cl:1][C:2]1[CH:3]=[CH:4][C:5]([NH:8][C:9]2[N:14]=[C:13]([C:15]3[S:17][C:19]([C:20](=[O:22])[CH3:21])=[C:23]([CH3:24])[N:16]=3)[CH:12]=[CH:11][N:10]=2)=[CH:6][CH:7]=1, predict the reactants needed to synthesize it. The reactants are: [Cl:1][C:2]1[CH:7]=[CH:6][C:5]([NH:8][C:9]2[N:14]=[C:13]([C:15](=[S:17])[NH2:16])[CH:12]=[CH:11][N:10]=2)=[CH:4][CH:3]=1.Cl[CH:19]([C:23](=O)[CH3:24])[C:20](=[O:22])[CH3:21].N1C=CC=CC=1.